From a dataset of Reaction yield outcomes from USPTO patents with 853,638 reactions. Predict the reaction yield, written as a fraction of the theoretical maximum amount of product (1.0 means a 100% yield; for example, 0.34 means a 34% yield). (1) The reactants are [Cl:1][C:2]1[C:19]([CH2:20][N:21]2[CH2:40][CH2:39][C:24]3([O:29][CH2:28][CH2:27][N:26]([C:30]([C:32]4[N:33]=[C:34]([CH2:37][CH3:38])[S:35][CH:36]=4)=[O:31])[CH2:25]3)[CH2:23][CH2:22]2)=[CH:18][CH:17]=[CH:16][C:3]=1[CH2:4][CH2:5][O:6][CH2:7][CH2:8][C:9]([O:11]C(C)(C)C)=[O:10].FC(F)(F)C(O)=O.C1(C)C=CC=CC=1. The yield is 2.00. The catalyst is C(Cl)Cl. The product is [Cl:1][C:2]1[C:19]([CH2:20][N:21]2[CH2:22][CH2:23][C:24]3([O:29][CH2:28][CH2:27][N:26]([C:30]([C:32]4[N:33]=[C:34]([CH2:37][CH3:38])[S:35][CH:36]=4)=[O:31])[CH2:25]3)[CH2:39][CH2:40]2)=[CH:18][CH:17]=[CH:16][C:3]=1[CH2:4][CH2:5][O:6][CH2:7][CH2:8][C:9]([OH:11])=[O:10]. (2) The reactants are [C:1]([C:3]([C:6]1[CH:7]=[C:8]([CH:37]=[CH:38][CH:39]=1)[C:9]([NH:11][C:12]1[CH:17]=[CH:16][CH:15]=[C:14]([O:18][C:19]2[CH:33]=[CH:32][C:22]3[N:23]=[C:24]([NH:26][C:27]([CH:29]4[CH2:31][CH2:30]4)=[O:28])[S:25][C:21]=3[C:20]=2[N+:34]([O-])=O)[CH:13]=1)=[O:10])([CH3:5])[CH3:4])#[N:2].CO. The catalyst is CN1CCCC1=O.[C].[Pd]. The product is [NH2:34][C:20]1[C:21]2[S:25][C:24]([NH:26][C:27]([CH:29]3[CH2:31][CH2:30]3)=[O:28])=[N:23][C:22]=2[CH:32]=[CH:33][C:19]=1[O:18][C:14]1[CH:13]=[C:12]([NH:11][C:9](=[O:10])[C:8]2[CH:37]=[CH:38][CH:39]=[C:6]([C:3]([C:1]#[N:2])([CH3:5])[CH3:4])[CH:7]=2)[CH:17]=[CH:16][CH:15]=1. The yield is 0.370. (3) The reactants are [F:1][C:2]1[CH:3]=[C:4]([CH:7]=[C:8]([OH:11])[C:9]=1[OH:10])[CH:5]=[O:6].[C:12]([O-])([O-])=O.[Cs+].[Cs+].O. The catalyst is CN(C=O)C. The product is [F:1][C:2]1[C:9]2[O:10][CH2:12][O:11][C:8]=2[CH:7]=[C:4]([CH:5]=[O:6])[CH:3]=1. The yield is 0.490. (4) The reactants are Cl[C:2]1[N:3]=[N:4][C:5]([C:8]([F:11])([F:10])[F:9])=[CH:6][CH:7]=1.[CH3:12][O:13][C:14]1[CH:19]=[C:18](B2OC(C)(C)C(C)(C)O2)[CH:17]=[CH:16][N:15]=1. No catalyst specified. The product is [CH3:12][O:13][C:14]1[CH:19]=[C:18]([C:2]2[N:3]=[N:4][C:5]([C:8]([F:11])([F:10])[F:9])=[CH:6][CH:7]=2)[CH:17]=[CH:16][N:15]=1. The yield is 0.600. (5) The reactants are [F:1][CH:2]([F:26])[O:3][C:4]1[CH:5]=[C:6]([C:10]2[CH:11]=[C:12]([CH2:18][N:19]3[CH:23]=[N:22][C:21]([CH2:24]O)=[N:20]3)[CH:13]=[N:14][C:15]=2[O:16][CH3:17])[CH:7]=[CH:8][CH:9]=1.COCCN(S(F)(F)[F:37])CCOC. The catalyst is C(Cl)Cl. The product is [F:1][CH:2]([F:26])[O:3][C:4]1[CH:5]=[C:6]([C:10]2[C:15]([O:16][CH3:17])=[N:14][CH:13]=[C:12]([CH2:18][N:19]3[CH:23]=[N:22][C:21]([CH2:24][F:37])=[N:20]3)[CH:11]=2)[CH:7]=[CH:8][CH:9]=1. The yield is 0.270. (6) The product is [CH3:2][O:3][C:4]1[CH:5]=[C:6]2[C:11](=[CH:12][CH:13]=1)[C@@H:10]([C:14]1[CH:27]=[CH:26][C:17]([O:18][CH2:19][CH2:20][N:21]3[CH2:25][CH2:24][CH2:23][CH2:22]3)=[CH:16][CH:15]=1)[C@@H:9]([C:28]1[CH:33]=[CH:32][CH:31]=[CH:30][CH:29]=1)[CH2:8][CH2:7]2. The catalyst is C(O)C.[OH-].[OH-].[Pd+2]. The reactants are Cl.[CH3:2][O:3][C:4]1[CH:5]=[C:6]2[C:11](=[CH:12][CH:13]=1)[C:10]([C:14]1[CH:27]=[CH:26][C:17]([O:18][CH2:19][CH2:20][N:21]3[CH2:25][CH2:24][CH2:23][CH2:22]3)=[CH:16][CH:15]=1)=[C:9]([C:28]1[CH:33]=[CH:32][CH:31]=[CH:30][CH:29]=1)[CH2:8][CH2:7]2. The yield is 0.930.